From a dataset of Reaction yield outcomes from USPTO patents with 853,638 reactions. Predict the reaction yield, written as a fraction of the theoretical maximum amount of product (1.0 means a 100% yield; for example, 0.34 means a 34% yield). The reactants are [Cl-].O[NH3+:3].[C:4](=[O:7])([O-])[OH:5].[Na+].CS(C)=O.[CH2:13]([C:17]1[N:21]([CH2:22][C:23]2[CH:28]=[CH:27][C:26]([C:29]3[C:30]([C:35]#[N:36])=[CH:31][CH:32]=[CH:33][CH:34]=3)=[CH:25][CH:24]=2)[C:20](=[O:37])[N:19]([CH2:38][C:39]([C:41]2[CH:46]=[CH:45][C:44]([F:47])=[CH:43][CH:42]=2)=[O:40])[N:18]=1)[CH2:14][CH2:15][CH3:16]. The catalyst is C(OCC)(=O)C. The product is [CH2:13]([C:17]1[N:21]([CH2:22][C:23]2[CH:24]=[CH:25][C:26]([C:29]3[CH:34]=[CH:33][CH:32]=[CH:31][C:30]=3[C:35]3[NH:3][C:4](=[O:7])[O:5][N:36]=3)=[CH:27][CH:28]=2)[C:20](=[O:37])[N:19]([CH2:38][C:39]([C:41]2[CH:46]=[CH:45][C:44]([F:47])=[CH:43][CH:42]=2)=[O:40])[N:18]=1)[CH2:14][CH2:15][CH3:16]. The yield is 0.290.